Dataset: Full USPTO retrosynthesis dataset with 1.9M reactions from patents (1976-2016). Task: Predict the reactants needed to synthesize the given product. Given the product [F:5][CH2:4][C:3]([C:7]1[CH:11]=[C:10]([NH:12][C:13]([NH:40][C:39]2[CH:41]=[CH:42][CH:43]=[C:37]([O:36][C:27]3[C:26]4[C:31](=[CH:32][C:33]([O:34][CH3:35])=[C:24]([O:23][CH3:22])[CH:25]=4)[N:30]=[CH:29][N:28]=3)[CH:38]=2)=[O:21])[O:9][N:8]=1)([CH3:6])[CH2:2][F:1], predict the reactants needed to synthesize it. The reactants are: [F:1][CH2:2][C:3]([C:7]1[CH:11]=[C:10]([NH:12][C:13](=[O:21])OC2C=CC=CC=2)[O:9][N:8]=1)([CH3:6])[CH2:4][F:5].[CH3:22][O:23][C:24]1[CH:25]=[C:26]2[C:31](=[CH:32][C:33]=1[O:34][CH3:35])[N:30]=[CH:29][N:28]=[C:27]2[O:36][C:37]1[CH:38]=[C:39]([CH:41]=[CH:42][CH:43]=1)[NH2:40].C(N(CC)C(C)C)(C)C.